Dataset: Full USPTO retrosynthesis dataset with 1.9M reactions from patents (1976-2016). Task: Predict the reactants needed to synthesize the given product. (1) Given the product [CH3:1][C:2]1[CH:7]=[CH:6][C:5]([NH:8][C:9]2[O:21][C:16]3[CH:17]=[CH:18][CH:19]=[CH:20][C:15]=3[N:14]=2)=[C:4]([N+:11]([O-:13])=[O:12])[CH:3]=1, predict the reactants needed to synthesize it. The reactants are: [CH3:1][C:2]1[CH:7]=[CH:6][C:5]([N:8]=[C:9]=S)=[C:4]([N+:11]([O-:13])=[O:12])[CH:3]=1.[NH2:14][C:15]1[CH:20]=[CH:19][CH:18]=[CH:17][C:16]=1[OH:21].NC(N)=S.C(N(CC)CC)C. (2) Given the product [Cl:1][C:2]1[C:10]2[N:9]=[C:8]([O:11][C:12]3[C:17]([CH3:18])=[CH:16][C:15]([Cl:19])=[CH:14][C:13]=3[Cl:20])[N:7]([CH3:21])[C:6]=2[C:5]([CH:22]([CH2:23][CH3:24])[CH2:25][OH:27])=[CH:4][CH:3]=1, predict the reactants needed to synthesize it. The reactants are: [Cl:1][C:2]1[C:10]2[N:9]=[C:8]([O:11][C:12]3[C:17]([CH3:18])=[CH:16][C:15]([Cl:19])=[CH:14][C:13]=3[Cl:20])[N:7]([CH3:21])[C:6]=2[C:5]([C:22](=[CH2:25])[CH2:23][CH3:24])=[CH:4][CH:3]=1.B.[O:27]1CCCC1.[OH-].[Na+].OO. (3) Given the product [N:1]1([CH2:6][C:7]2[CH:23]=[CH:22][C:10]([CH2:11][N:12]3[CH:20]=[C:19]4[C:14]([N:15]=[CH:16][N:17]=[C:18]4[NH:34][CH2:33][C:29]4[C:30]([CH3:32])=[N:31][C:26]([O:25][CH3:24])=[CH:27][C:28]=4[CH3:35])=[N:13]3)=[CH:9][CH:8]=2)[CH:5]=[CH:4][CH:3]=[N:2]1, predict the reactants needed to synthesize it. The reactants are: [N:1]1([CH2:6][C:7]2[CH:23]=[CH:22][C:10]([CH2:11][N:12]3[CH:20]=[C:19]4[C:14]([N:15]=[CH:16][N:17]=[C:18]4Cl)=[N:13]3)=[CH:9][CH:8]=2)[CH:5]=[CH:4][CH:3]=[N:2]1.[CH3:24][O:25][C:26]1[N:31]=[C:30]([CH3:32])[C:29]([CH2:33][NH2:34])=[C:28]([CH3:35])[CH:27]=1.CCN(C(C)C)C(C)C. (4) Given the product [NH2:2][C:3]1[C:4]2[C:14]([O:15][CH2:16][C:17]([NH:20][C:26](=[O:27])[C:25]3[CH:29]=[CH:30][N:31]=[C:23]([NH:22][CH3:21])[CH:24]=3)([CH3:18])[CH3:19])=[CH:13][CH:12]=[CH:11][C:5]=2[NH:6][S:7](=[O:10])(=[O:9])[N:8]=1, predict the reactants needed to synthesize it. The reactants are: Cl.[NH2:2][C:3]1[C:4]2[C:14]([O:15][CH2:16][C:17]([NH2:20])([CH3:19])[CH3:18])=[CH:13][CH:12]=[CH:11][C:5]=2[NH:6][S:7](=[O:10])(=[O:9])[N:8]=1.[CH3:21][NH:22][C:23]1[CH:24]=[C:25]([CH:29]=[CH:30][N:31]=1)[C:26](O)=[O:27].